Dataset: Reaction yield outcomes from USPTO patents with 853,638 reactions. Task: Predict the reaction yield, written as a fraction of the theoretical maximum amount of product (1.0 means a 100% yield; for example, 0.34 means a 34% yield). The reactants are Cl.[Br:2][C:3]1[CH:4]=[C:5]([NH2:15])[CH:6]=[C:7]([NH:9][CH2:10][C:11]([F:14])([F:13])[F:12])[CH:8]=1.Cl[C:17]1[N:22]=[C:21]([C:23]([F:26])([F:25])[F:24])[CH:20]=[CH:19][N:18]=1.O. The catalyst is CS(C)=O. The product is [Br:2][C:3]1[CH:4]=[C:5]([NH:15][C:17]2[N:22]=[C:21]([C:23]([F:26])([F:25])[F:24])[CH:20]=[CH:19][N:18]=2)[CH:6]=[C:7]([NH:9][CH2:10][C:11]([F:13])([F:14])[F:12])[CH:8]=1. The yield is 0.500.